This data is from Retrosynthesis with 50K atom-mapped reactions and 10 reaction types from USPTO. The task is: Predict the reactants needed to synthesize the given product. (1) Given the product COCCn1cc(-c2ccc3c(c2)[C@H](N)C[C@H](C)N3C(C)=O)cn1, predict the reactants needed to synthesize it. The reactants are: CC(=O)N1c2ccc(Br)cc2[C@H](N)C[C@@H]1C.COCCn1cc(B2OC(C)(C)C(C)(C)O2)cn1. (2) The reactants are: CC1(C)OB(c2ccc3c(c2)CC(C(=O)O)O3)OC1(C)C.COc1nc(Cl)cc(NCCc2ccc(Cl)cc2Cl)n1. Given the product COc1nc(NCCc2ccc(Cl)cc2Cl)cc(-c2ccc3c(c2)CC(C(=O)O)O3)n1, predict the reactants needed to synthesize it.